This data is from TCR-epitope binding with 47,182 pairs between 192 epitopes and 23,139 TCRs. The task is: Binary Classification. Given a T-cell receptor sequence (or CDR3 region) and an epitope sequence, predict whether binding occurs between them. (1) Result: 1 (the TCR binds to the epitope). The TCR CDR3 sequence is CASIPSSANTGELFF. The epitope is VLWAHGFEL. (2) The epitope is TPINLVRDL. The TCR CDR3 sequence is CSVEGASGQSSYNEQFF. Result: 1 (the TCR binds to the epitope). (3) The epitope is FPPTSFGPL. The TCR CDR3 sequence is CASSQQWEETQYF. Result: 0 (the TCR does not bind to the epitope). (4) The epitope is TPGPGVRYPL. Result: 1 (the TCR binds to the epitope). The TCR CDR3 sequence is CASSSRVAGGRYNEQFF. (5) The epitope is VVYRGTTTY. The TCR CDR3 sequence is CASSLRGARETQYF. Result: 1 (the TCR binds to the epitope). (6) The epitope is FLLNKEMYL. The TCR CDR3 sequence is CASSSPDRTREVTDTQYF. Result: 0 (the TCR does not bind to the epitope).